From a dataset of Forward reaction prediction with 1.9M reactions from USPTO patents (1976-2016). Predict the product of the given reaction. (1) Given the reactants Cl.Cl[CH2:3][C:4]1[CH:9]=[CH:8][CH:7]=[CH:6][N:5]=1.[C:10]1([S:16]([O-:18])=[O:17])[CH:15]=[CH:14][CH:13]=[CH:12][CH:11]=1.[Na+].N12CCCN=C1CCCCC2, predict the reaction product. The product is: [C:10]1([S:16]([CH2:3][C:4]2[CH:9]=[CH:8][CH:7]=[CH:6][N:5]=2)(=[O:18])=[O:17])[CH:15]=[CH:14][CH:13]=[CH:12][CH:11]=1. (2) Given the reactants C([O:8][C:9]1[C:14]([C:15]2[CH:20]=[C:19]([CH:21]=[CH:22][C:23]3[CH:28]=[CH:27][C:26]([N+:29]([O-])=O)=[CH:25][CH:24]=3)[C:18]([O:32][CH3:33])=[C:17]([C:34]([CH3:37])([CH3:36])[CH3:35])[CH:16]=2)=[CH:13][CH:12]=[C:11]([CH3:38])[N:10]=1)C1C=CC=CC=1, predict the reaction product. The product is: [NH2:29][C:26]1[CH:27]=[CH:28][C:23]([CH2:22][CH2:21][C:19]2[CH:20]=[C:15]([C:14]3[C:9](=[O:8])[NH:10][C:11]([CH3:38])=[CH:12][CH:13]=3)[CH:16]=[C:17]([C:34]([CH3:37])([CH3:36])[CH3:35])[C:18]=2[O:32][CH3:33])=[CH:24][CH:25]=1. (3) Given the reactants [CH3:1][C:2]1[N:3]=[CH:4][C:5]2[CH:6]=[CH:7][CH:8]=[C:9]([NH2:12])[C:10]=2[CH:11]=1.[Br:13][C:14]1[CH:19]=[CH:18][C:17]([CH2:20][N:21]=[C:22]=[O:23])=[CH:16][CH:15]=1, predict the reaction product. The product is: [Br:13][C:14]1[CH:15]=[CH:16][C:17]([CH2:20][NH:21][C:22]([NH:12][C:9]2[CH:8]=[CH:7][CH:6]=[C:5]3[C:10]=2[CH:11]=[C:2]([CH3:1])[N:3]=[CH:4]3)=[O:23])=[CH:18][CH:19]=1. (4) Given the reactants [N:1]1([C:7]([C:9]2[S:10][C:11]([NH2:14])=[CH:12][N:13]=2)=O)[CH2:6][CH2:5][O:4][CH2:3][CH2:2]1.B, predict the reaction product. The product is: [N:1]1([CH2:7][C:9]2[S:10][C:11]([NH2:14])=[CH:12][N:13]=2)[CH2:6][CH2:5][O:4][CH2:3][CH2:2]1. (5) The product is: [Br:5][CH2:1][CH2:27][C@:28]1([CH2:42][O:43][CH3:44])[CH2:32][N:31]([C@@H:33]([C:35]2[CH:40]=[CH:39][CH:38]=[CH:37][CH:36]=2)[CH3:34])[C:30](=[O:41])[CH2:29]1. Given the reactants [C:1]([Br:5])(Br)(Br)Br.C1(P(C2C=CC=CC=2)C2C=CC=CC=2)C=CC=CC=1.OC[CH2:27][C@:28]1([CH2:42][O:43][CH3:44])[CH2:32][N:31]([C@@H:33]([C:35]2[CH:40]=[CH:39][CH:38]=[CH:37][CH:36]=2)[CH3:34])[C:30](=[O:41])[CH2:29]1, predict the reaction product.